From a dataset of Full USPTO retrosynthesis dataset with 1.9M reactions from patents (1976-2016). Predict the reactants needed to synthesize the given product. Given the product [C:33]1([C:36]2[CH:37]=[CH:38][CH:39]=[CH:40][CH:41]=2)[CH:34]=[CH:35][C:30]([C:28]2[O:29][C:25]([CH3:24])=[C:26]([CH2:42][CH2:43][O:22][C:19]3[CH:20]=[CH:21][C:16]([CH2:15][C:5]([O:8][C:9]4[CH:14]=[CH:13][CH:12]=[CH:11][CH:10]=4)([CH2:6][CH3:7])[C:4]([OH:3])=[O:23])=[CH:17][CH:18]=3)[N:27]=2)=[CH:31][CH:32]=1, predict the reactants needed to synthesize it. The reactants are: C([O:3][C:4](=[O:23])[C:5]([CH2:15][C:16]1[CH:21]=[CH:20][C:19]([OH:22])=[CH:18][CH:17]=1)([O:8][C:9]1[CH:14]=[CH:13][CH:12]=[CH:11][CH:10]=1)[CH2:6][CH3:7])C.[CH3:24][C:25]1[O:29][C:28]([C:30]2[CH:35]=[CH:34][C:33]([C:36]3[CH:41]=[CH:40][CH:39]=[CH:38][CH:37]=3)=[CH:32][CH:31]=2)=[N:27][C:26]=1[CH2:42][CH2:43]OS(C1C=CC(C)=CC=1)(=O)=O.C([O-])([O-])=O.[K+].[K+].[OH-].[Na+].